This data is from Forward reaction prediction with 1.9M reactions from USPTO patents (1976-2016). The task is: Predict the product of the given reaction. (1) Given the reactants Br[CH2:2][CH2:3][CH2:4][CH2:5][CH2:6][CH2:7][CH2:8][CH2:9][CH2:10][CH2:11]Br.C1(=O)[NH:17][C:16](=O)[C:15]2=[CH:19][CH:20]=[CH:21]C=C12.[K].[I-].[K+].[NH:27]1CCCCC1, predict the reaction product. The product is: [N:17]1([CH2:2][CH2:3][CH2:4][CH2:5][CH2:6][CH2:7][CH2:8][CH2:9][CH2:10][CH2:11][NH2:27])[CH2:16][CH2:15][CH2:19][CH2:20][CH2:21]1. (2) Given the reactants C(OC([N:8]1[CH2:13][CH2:12][CH2:11][C@H:10]2[CH2:14][N:15]([C:17]3[C:26]([O:27][CH3:28])=[C:25]4[C:20]([C:21](=[O:59])[C:22]([C:32](=[O:58])[S:33][CH2:34][CH2:35][CH2:36][CH:37]([P:48]([O:54]C(C)C)([O:50]C(C)C)=[O:49])[P:38]([O:44]C(C)C)([O:40]C(C)C)=[O:39])=[CH:23][N:24]4[CH:29]4[CH2:31][CH2:30]4)=[CH:19][C:18]=3[F:60])[CH2:16][C@@H:9]12)=O)(C)(C)C.C[Si](Br)(C)C, predict the reaction product. The product is: [NH:8]1[CH2:13][CH2:12][CH2:11][C@H:10]2[CH2:14][N:15]([C:17]3[C:26]([O:27][CH3:28])=[C:25]4[C:20]([C:21](=[O:59])[C:22]([C:32](=[O:58])[S:33][CH2:34][CH2:35][CH2:36][CH:37]([P:48]([OH:54])([OH:50])=[O:49])[P:38]([OH:40])([OH:44])=[O:39])=[CH:23][N:24]4[CH:29]4[CH2:30][CH2:31]4)=[CH:19][C:18]=3[F:60])[CH2:16][C@@H:9]12. (3) Given the reactants [CH3:1][O:2][C:3](=[O:16])[CH:4](Br)[C:5]([C:7]1[CH:12]=[CH:11][C:10]([Cl:13])=[C:9]([Cl:14])[CH:8]=1)=O.[NH:17]1[CH2:21][CH2:20][NH:19][C:18]1=[S:22], predict the reaction product. The product is: [CH3:1][O:2][C:3]([C:4]1[S:22][C:18]2=[N:17][CH2:21][CH2:20][N:19]2[C:5]=1[C:7]1[CH:12]=[CH:11][C:10]([Cl:13])=[C:9]([Cl:14])[CH:8]=1)=[O:16]. (4) Given the reactants [CH2:1]([N:8]1[C:16]2[C:11](=[N:12][C:13](Cl)=[CH:14][CH:15]=2)[CH:10]=[C:9]1[C:18]1[N:22]([CH3:23])[CH:21]=[N:20][CH:19]=1)[C:2]1[CH:7]=[CH:6][CH:5]=[CH:4][CH:3]=1.[NH:24]([C:33]([O:35][C:36]([CH3:39])([CH3:38])[CH3:37])=[O:34])[NH:25][C:26]([O:28][C:29]([CH3:32])([CH3:31])[CH3:30])=[O:27].C([O-])([O-])=O.[Cs+].[Cs+], predict the reaction product. The product is: [CH2:1]([N:8]1[C:16]2[C:11](=[N:12][C:13]([N:24]([C:33]([O:35][C:36]([CH3:39])([CH3:38])[CH3:37])=[O:34])[NH:25][C:26]([O:28][C:29]([CH3:30])([CH3:31])[CH3:32])=[O:27])=[CH:14][CH:15]=2)[CH:10]=[C:9]1[C:18]1[N:22]([CH3:23])[CH:21]=[N:20][CH:19]=1)[C:2]1[CH:7]=[CH:6][CH:5]=[CH:4][CH:3]=1. (5) Given the reactants [CH3:1][C:2]1[CH:12]=[CH:11][C:10]([N+:13]([O-])=O)=[CH:9][C:3]=1[C:4]([O:6][CH2:7][CH3:8])=[O:5], predict the reaction product. The product is: [NH2:13][C:10]1[CH:11]=[CH:12][C:2]([CH3:1])=[C:3]([CH:9]=1)[C:4]([O:6][CH2:7][CH3:8])=[O:5].